From a dataset of Forward reaction prediction with 1.9M reactions from USPTO patents (1976-2016). Predict the product of the given reaction. (1) Given the reactants [CH3:1][O:2][C:3]1[C:11]2[O:10][C:9]([CH3:13])([CH3:12])[CH2:8][C:7]=2[CH:6]=[C:5]([C:14](=O)[C:15]([CH3:21])([CH3:20])[C:16](OC)=[O:17])[CH:4]=1.Cl.Cl.[NH:25]1[CH2:30][CH2:29][CH:28]([NH:31][NH2:32])[CH2:27][CH2:26]1, predict the reaction product. The product is: [CH3:1][O:2][C:3]1[C:11]2[O:10][C:9]([CH3:12])([CH3:13])[CH2:8][C:7]=2[CH:6]=[C:5]([C:14]2[C:15]([CH3:21])([CH3:20])[C:16](=[O:17])[N:31]([CH:28]3[CH2:29][CH2:30][NH:25][CH2:26][CH2:27]3)[N:32]=2)[CH:4]=1. (2) Given the reactants [C:1]1([C:7]2[CH:32]=[CH:31][C:10]3[N:11]=[C:12]([CH2:14][C:15]4[O:19][C:18]([CH:20]5[CH2:23][N:22](C(OC(C)(C)C)=O)[CH2:21]5)=[N:17][N:16]=4)[S:13][C:9]=3[CH:8]=2)[CH:6]=[CH:5][CH:4]=[CH:3][CH:2]=1.C(O)(C(F)(F)F)=O, predict the reaction product. The product is: [NH:22]1[CH2:23][CH:20]([C:18]2[O:19][C:15]([CH2:14][C:12]3[S:13][C:9]4[CH:8]=[C:7]([C:1]5[CH:6]=[CH:5][CH:4]=[CH:3][CH:2]=5)[CH:32]=[CH:31][C:10]=4[N:11]=3)=[N:16][N:17]=2)[CH2:21]1. (3) Given the reactants [C:1]([C:5]1[CH:9]=[C:8]([NH:10][C:11](OC2C=CC=CC=2)=[O:12])[N:7]([C:20]2[CH:21]=[C:22]([CH:28]=[CH:29][CH:30]=2)[C:23]([O:25][CH2:26][CH3:27])=[O:24])[N:6]=1)([CH3:4])([CH3:3])[CH3:2].[NH2:31][C:32]1[CH:48]=[CH:47][C:35]([O:36][C:37]2[CH:42]=[CH:41][N:40]=[C:39]([C:43]([NH:45][CH3:46])=[O:44])[CH:38]=2)=[CH:34][C:33]=1[F:49].C(N(CC)CC)C, predict the reaction product. The product is: [C:1]([C:5]1[CH:9]=[C:8]([NH:10][C:11](=[O:12])[NH:31][C:32]2[CH:48]=[CH:47][C:35]([O:36][C:37]3[CH:42]=[CH:41][N:40]=[C:39]([C:43](=[O:44])[NH:45][CH3:46])[CH:38]=3)=[CH:34][C:33]=2[F:49])[N:7]([C:20]2[CH:21]=[C:22]([CH:28]=[CH:29][CH:30]=2)[C:23]([O:25][CH2:26][CH3:27])=[O:24])[N:6]=1)([CH3:3])([CH3:2])[CH3:4]. (4) The product is: [OH:1][CH2:2][CH:3]([C:6]1[CH:11]=[CH:10][CH:9]=[C:8]([O:12][C:13]2[CH:18]=[CH:17][CH:16]=[CH:15][CH:14]=2)[CH:7]=1)[C:4]#[N:5]. Given the reactants [O:1]=[CH:2][CH:3]([C:6]1[CH:11]=[CH:10][CH:9]=[C:8]([O:12][C:13]2[CH:18]=[CH:17][CH:16]=[CH:15][CH:14]=2)[CH:7]=1)[C:4]#[N:5].C([BH3-])#N.[Na+], predict the reaction product. (5) The product is: [C:18]1([CH3:21])[CH:19]=[CH:20][C:15]([N:12]2[C:11]3[CH:10]=[CH:9][CH:8]=[CH:7][C:6]=3[C:5]3[C:13]2=[CH:1][CH:2]=[CH:3][CH:4]=3)=[CH:16][CH:17]=1. Given the reactants [CH:1]1[C:13]2[NH:12][C:11]3[C:6](=[CH:7][CH:8]=[CH:9][CH:10]=3)[C:5]=2[CH:4]=[CH:3][CH:2]=1.I[C:15]1[CH:20]=[CH:19][C:18]([CH3:21])=[CH:17][CH:16]=1.C1OCCOCCOCCOCCOCCOC1.C(=O)([O-])[O-].[K+].[K+], predict the reaction product. (6) Given the reactants [F-].[Cs+].Cl[C:4]1[C:9]([O:10][CH3:11])=[CH:8][N:7]=[C:6]([C:12]2[CH:17]=[CH:16][CH:15]=[CH:14]C=2)[N:5]=1.Cl.[F:19][C:20]1[CH:21]=[C:22]([C:26]2[CH:40]=[CH:39][C:29]([C:30]([NH:32][CH:33]3[CH2:38][CH2:37][NH:36][CH2:35][CH2:34]3)=[O:31])=[CH:28][N:27]=2)[CH:23]=[CH:24][CH:25]=1.C([N:43](CC)CC)C, predict the reaction product. The product is: [F:19][C:20]1[CH:21]=[C:22]([C:26]2[CH:40]=[CH:39][C:29]([C:30]([NH:32][CH:33]3[CH2:34][CH2:35][N:36]([C:4]4[C:9]([O:10][CH3:11])=[CH:8][N:7]=[C:6]([C:12]5[CH:17]=[CH:16][CH:15]=[CH:14][N:43]=5)[N:5]=4)[CH2:37][CH2:38]3)=[O:31])=[CH:28][N:27]=2)[CH:23]=[CH:24][CH:25]=1. (7) The product is: [CH3:31][N:1]1[CH2:2][CH:3]=[C:4]([C:7]2[CH:8]=[C:9]3[C:14](=[CH:15][CH:16]=2)[N:13]=[CH:12][CH:11]=[C:10]3[NH:17][C:18]([NH:20][C:21]2[CH:26]=[CH:25][CH:24]=[C:23]([C:27]([F:29])([F:30])[F:28])[N:22]=2)=[O:19])[CH2:5][CH2:6]1. Given the reactants [NH:1]1[CH2:6][CH:5]=[C:4]([C:7]2[CH:8]=[C:9]3[C:14](=[CH:15][CH:16]=2)[N:13]=[CH:12][CH:11]=[C:10]3[NH:17][C:18]([NH:20][C:21]2[CH:26]=[CH:25][CH:24]=[C:23]([C:27]([F:30])([F:29])[F:28])[N:22]=2)=[O:19])[CH2:3][CH2:2]1.[CH2:31]=O.[BH4-].[Na+].Cl, predict the reaction product.